Predict the product of the given reaction. From a dataset of Forward reaction prediction with 1.9M reactions from USPTO patents (1976-2016). (1) Given the reactants [CH:1]([O:4][C:5]([C:7]1[C:13]2[NH:14][C:15]3[CH:16]=[CH:17][CH:18]=[CH:19][C:20]=3[C:12]=2[C:11]([CH3:22])([CH3:21])[CH2:10][NH:9][CH:8]=1)=[O:6])([CH3:3])[CH3:2].C(N(CC)CC)C.[CH2:30]([O:37][C:38]1[CH:46]=[CH:45][C:41]([C:42](Cl)=[O:43])=[CH:40][CH:39]=1)[C:31]1[CH:36]=[CH:35][CH:34]=[CH:33][CH:32]=1, predict the reaction product. The product is: [CH2:30]([O:37][C:38]1[CH:39]=[CH:40][C:41]([C:42]([N:9]2[CH2:10][C:11]([CH3:22])([CH3:21])[C:12]3[C:20]4[CH:19]=[CH:18][CH:17]=[CH:16][C:15]=4[NH:14][C:13]=3[C:7]([C:5]([O:4][CH:1]([CH3:3])[CH3:2])=[O:6])=[CH:8]2)=[O:43])=[CH:45][CH:46]=1)[C:31]1[CH:32]=[CH:33][CH:34]=[CH:35][CH:36]=1. (2) Given the reactants [F:1][C@H:2]1[CH2:6][CH2:5][N:4](C(OC(C)(C)C)=O)[CH:3]1[C:14]([O:16][CH3:17])=[O:15].[ClH:18], predict the reaction product. The product is: [ClH:18].[F:1][C@H:2]1[CH2:6][CH2:5][NH:4][CH:3]1[C:14]([O:16][CH3:17])=[O:15].